Dataset: Experimentally validated miRNA-target interactions with 360,000+ pairs, plus equal number of negative samples. Task: Binary Classification. Given a miRNA mature sequence and a target amino acid sequence, predict their likelihood of interaction. The miRNA is hsa-miR-4252 with sequence GGCCACUGAGUCAGCACCA. The protein sequence of the target gene is MSSHGNSLFLRESGQRLGRVGWLQRLQESLQQRALRTRLRLQTMTLEHVLRFLRRNAFILLTVSAVVIGVSLAFALRPYQLTYRQIKYFSFPGELLMRMLQMLVLPLIVSSLVTGMASLDNKATGRMGMRAAVYYMVTTIIAVFIGILMVTIIHPGKGSKEGLHREGRIETIPTADAFMDLIRNMFPPNLVEACFKQFKTQYSTRVVTRTMVRTENGSEPGASMPPPFSVENGTSFLENVTRALGTLQEMLSFEETVPVPGSANGINALGLVVFSVAFGLVIGGMKHKGRVLRDFFDSLN.... Result: 0 (no interaction).